Dataset: Reaction yield outcomes from USPTO patents with 853,638 reactions. Task: Predict the reaction yield, written as a fraction of the theoretical maximum amount of product (1.0 means a 100% yield; for example, 0.34 means a 34% yield). (1) The reactants are [OH:1][C@@:2]1([C:9]#[C:10][C:11]2[CH:12]=[C:13]([N:17]3[C:25]4[C:20](=[CH:21][C:22]([CH2:26][OH:27])=[CH:23][CH:24]=4)[C:19]([C:28]([O:30]C)=O)=[N:18]3)[CH:14]=[CH:15][CH:16]=2)[CH2:6][CH2:5][N:4]([CH3:7])[C:3]1=[O:8].[NH3:32]. The catalyst is CO. The product is [OH:1][C@@:2]1([C:9]#[C:10][C:11]2[CH:12]=[C:13]([N:17]3[C:25]4[C:20](=[CH:21][C:22]([CH2:26][OH:27])=[CH:23][CH:24]=4)[C:19]([C:28]([NH2:32])=[O:30])=[N:18]3)[CH:14]=[CH:15][CH:16]=2)[CH2:6][CH2:5][N:4]([CH3:7])[C:3]1=[O:8]. The yield is 0.110. (2) The reactants are [Cl-].[NH+]1C=CC=CC=1.[CH2:8]([N:12]1[C:17]([CH3:18])=[C:16]([CH3:19])[CH:15]=[C:14]([O:20]C)[C:13]1=[O:22])[CH2:9][CH2:10][CH3:11]. The catalyst is C(OCC)C. The product is [CH2:8]([N:12]1[C:17]([CH3:18])=[C:16]([CH3:19])[CH:15]=[C:14]([OH:20])[C:13]1=[O:22])[CH2:9][CH2:10][CH3:11]. The yield is 0.810.